Dataset: Forward reaction prediction with 1.9M reactions from USPTO patents (1976-2016). Task: Predict the product of the given reaction. (1) Given the reactants Cl[CH2:2][C:3]1[N:4]=[C:5]([CH3:8])[S:6][CH:7]=1.[S:9]([O-:12])([O-:11])=[O:10].[Na+:13].[Na+], predict the reaction product. The product is: [CH3:8][C:5]1[S:6][CH:7]=[C:3]([CH2:2][S:9]([O-:12])(=[O:11])=[O:10])[N:4]=1.[Na+:13]. (2) Given the reactants [F:1][C:2]1[CH:7]=[CH:6][C:5]([F:8])=[CH:4][N:3]=1.[NH2:9][NH2:10], predict the reaction product. The product is: [FH:1].[F:8][C:5]1[CH:6]=[CH:7][C:2]([NH:9][NH2:10])=[N:3][CH:4]=1. (3) Given the reactants [OH-].[Na+].[F:3][C:4]1[CH:5]=[C:6]([CH:28]=[CH:29][C:30]=1[F:31])[CH2:7][C:8]1[S:9][C:10]2[CH:16]=[CH:15][CH:14]=[C:13]([C:17]3[CH:18]=[C:19]([CH:25]=[CH:26][CH:27]=3)[C:20](OCC)=[O:21])[C:11]=2[CH:12]=1.Cl.CC[N:35]=C=NCCCN(C)C.C1C=CC2N(O)N=NC=2C=1.N, predict the reaction product. The product is: [F:3][C:4]1[CH:5]=[C:6]([CH:28]=[CH:29][C:30]=1[F:31])[CH2:7][C:8]1[S:9][C:10]2[CH:16]=[CH:15][CH:14]=[C:13]([C:17]3[CH:18]=[C:19]([CH:25]=[CH:26][CH:27]=3)[C:20]([NH2:35])=[O:21])[C:11]=2[CH:12]=1. (4) Given the reactants Br[C:2]1[CH:7]=[CH:6][C:5]([C@:8]2([C:27]([F:30])([F:29])[F:28])[C:18]#[C:17][CH2:16][S:15][CH2:14][C@@H:13]([C:19]#[N:20])[NH:12][C:11](=[O:21])[C@H:10]([CH2:22][C:23]([F:26])([CH3:25])[CH3:24])[NH:9]2)=[CH:4][CH:3]=1.[CH3:31][S:32]([C:35]1[CH:40]=[CH:39][C:38](B(O)O)=[CH:37][CH:36]=1)(=[O:34])=[O:33].C1(C)C=CC=CC=1P(C1C=CC=CC=1C)C1C=CC=CC=1C.C([O-])([O-])=O.[Na+].[Na+], predict the reaction product. The product is: [F:26][C:23]([CH3:25])([CH3:24])[CH2:22][C@@H:10]1[NH:9][C@@:8]([C:5]2[CH:6]=[CH:7][C:2]([C:38]3[CH:39]=[CH:40][C:35]([S:32]([CH3:31])(=[O:34])=[O:33])=[CH:36][CH:37]=3)=[CH:3][CH:4]=2)([C:27]([F:30])([F:29])[F:28])[C:18]#[C:17][CH2:16][S:15][CH2:14][C@@H:13]([C:19]#[N:20])[NH:12][C:11]1=[O:21]. (5) Given the reactants Cl[C:2]1[C:11]2[C:6](=[CH:7][C:8]([O:14][CH3:15])=[CH:9][C:10]=2[O:12][CH3:13])[N:5]=[CH:4][CH:3]=1.[CH:16]1[C:21]([N+:22]([O-:24])=[O:23])=[CH:20][CH:19]=[C:18]([OH:25])[CH:17]=1, predict the reaction product. The product is: [CH3:13][O:12][C:10]1[CH:9]=[C:8]([O:14][CH3:15])[CH:7]=[C:6]2[C:11]=1[C:2]([O:25][C:18]1[CH:17]=[CH:16][C:21]([N+:22]([O-:24])=[O:23])=[CH:20][CH:19]=1)=[CH:3][CH:4]=[N:5]2.